Task: Predict the reactants needed to synthesize the given product.. Dataset: Full USPTO retrosynthesis dataset with 1.9M reactions from patents (1976-2016) (1) Given the product [ClH:1].[CH2:24]([N:4]([CH2:2][CH3:3])[CH:5]1[CH2:6][CH2:7][N:8]([C:11](=[O:23])[CH2:12][CH2:13][C:14]2[N:15]([CH2:19][C:20]([OH:22])=[O:21])[CH:16]=[CH:17][N:18]=2)[CH2:9][CH2:10]1)[CH3:25], predict the reactants needed to synthesize it. The reactants are: [ClH:1].[CH2:2]([N:4]([CH2:24][CH3:25])[CH:5]1[CH2:10][CH2:9][N:8]([C:11](=[O:23])[CH2:12][CH2:13][C:14]2[N:15]([CH2:19][C:20]([OH:22])=[O:21])[CH:16]=[CH:17][N:18]=2)[CH2:7][CH2:6]1)[CH3:3]. (2) The reactants are: F[C:2]1[C:10]2[S:9][C:8]([C:11]3[C:12]([NH2:28])=[N:13][CH:14]=[C:15]([C:17]4[CH:18]=[N:19][N:20]([CH:22]5[CH2:27][CH2:26][NH:25][CH2:24][CH2:23]5)[CH:21]=4)[CH:16]=3)=[N:7][C:6]=2[C:5]([C:29](F)(F)F)=[CH:4][CH:3]=1.ClC1SC2C(=C(C#N)C=CC=2)[N:38]=1. Given the product [NH2:28][C:12]1[C:11]([C:8]2[S:9][C:10]3[C:6](=[C:5]([C:29]#[N:38])[CH:4]=[CH:3][CH:2]=3)[N:7]=2)=[CH:16][C:15]([C:17]2[CH:18]=[N:19][N:20]([CH:22]3[CH2:23][CH2:24][NH:25][CH2:26][CH2:27]3)[CH:21]=2)=[CH:14][N:13]=1, predict the reactants needed to synthesize it. (3) Given the product [Cl:19][C:15]1[CH:16]=[C:17]([OH:18])[C:12]([NH:11][S:8]([C:4]2[CH:5]=[N:6][C:7]([C:21]([F:33])([F:32])[F:20])=[CH:2][CH:3]=2)(=[O:10])=[O:9])=[N:13][CH:14]=1, predict the reactants needed to synthesize it. The reactants are: Br[C:2]1[CH:3]=[C:4]([S:8]([NH:11][C:12]2[C:17]([OH:18])=[CH:16][C:15]([Cl:19])=[CH:14][N:13]=2)(=[O:10])=[O:9])[CH:5]=[N:6][CH:7]=1.[F:20][C:21]([F:33])([F:32])C1N=CC(S(Cl)(=O)=O)=CC=1.BrC1C=C(S(NC2C(OC)=CC(Cl)=CN=2)(=O)=O)C=NC=1. (4) The reactants are: [F:1][C:2]([F:36])([F:35])[C:3]([N:5]1[CH:10]2[CH2:11][CH2:12][CH:6]1[CH2:7][C:8](=[C:13]1[C:26]3[CH:25]=[CH:24][CH:23]=[C:22](OS(C(F)(F)F)(=O)=O)[C:21]=3[O:20][C:19]3[C:14]1=[CH:15][CH:16]=[CH:17][CH:18]=3)[CH2:9]2)=[O:4].C1C=CC(P(C2C(C3C(P(C4C=CC=CC=4)C4C=CC=CC=4)=CC=C4C=3C=CC=C4)=C3C(C=CC=C3)=CC=2)C2C=CC=CC=2)=CC=1.[C:83](=[NH:96])([C:90]1[CH:95]=[CH:94][CH:93]=[CH:92][CH:91]=1)[C:84]1[CH:89]=[CH:88][CH:87]=[CH:86][CH:85]=1.C(=O)([O-])[O-].[Cs+].[Cs+]. Given the product [C:83](=[N:96][C:22]1[C:21]2[O:20][C:19]3[C:14](=[CH:15][CH:16]=[CH:17][CH:18]=3)[C:13](=[C:8]3[CH2:9][CH:10]4[N:5]([C:3](=[O:4])[C:2]([F:1])([F:35])[F:36])[CH:6]([CH2:12][CH2:11]4)[CH2:7]3)[C:26]=2[CH:25]=[CH:24][CH:23]=1)([C:90]1[CH:91]=[CH:92][CH:93]=[CH:94][CH:95]=1)[C:84]1[CH:89]=[CH:88][CH:87]=[CH:86][CH:85]=1, predict the reactants needed to synthesize it. (5) Given the product [OH:24][CH2:25][CH2:26][NH:1][C:2]1[CH:7]=[C:6]([O:8][CH3:9])[CH:5]=[CH:4][C:3]=1[CH:10]1[CH2:19][CH2:18][C:17]2[CH:16]=[C:15]([OH:20])[CH:14]=[CH:13][C:12]=2[CH2:11]1, predict the reactants needed to synthesize it. The reactants are: [NH2:1][C:2]1[CH:7]=[C:6]([O:8][CH3:9])[CH:5]=[CH:4][C:3]=1[CH:10]1[CH2:19][CH2:18][C:17]2[CH:16]=[C:15]([OH:20])[CH:14]=[CH:13][C:12]=2[CH2:11]1.ClC([O:24][CH2:25][CH2:26]Cl)=O. (6) The reactants are: F[C:2]1[CH:18]=[C:17]([N+:19]([O-:21])=[O:20])[CH:16]=[CH:15][C:3]=1[N:4]([CH2:10][C:11]([F:14])([F:13])[F:12])[C@H:5]([CH2:8][CH3:9])[CH2:6][OH:7].[H-].[Na+].CO. Given the product [CH2:8]([C@H:5]1[N:4]([CH2:10][C:11]([F:14])([F:13])[F:12])[C:3]2[CH:15]=[CH:16][C:17]([N+:19]([O-:21])=[O:20])=[CH:18][C:2]=2[O:7][CH2:6]1)[CH3:9], predict the reactants needed to synthesize it.